Dataset: Catalyst prediction with 721,799 reactions and 888 catalyst types from USPTO. Task: Predict which catalyst facilitates the given reaction. (1) Reactant: [C:1]([O:5][C:6](=[O:33])[N:7]([C@@H:21]([C:23]1[C:32]2[C:27](=[CH:28][CH:29]=[CH:30][CH:31]=2)[CH:26]=[CH:25][CH:24]=1)[CH3:22])[CH2:8][CH:9]1[CH2:14][CH2:13][NH:12][CH2:11][CH:10]1[C:15]1[CH:20]=[CH:19][CH:18]=[CH:17][CH:16]=1)([CH3:4])([CH3:3])[CH3:2].C(N(CC)CC)C.Cl[C:42]([C:44]1[CH:53]=[CH:52][C:47]([C:48]([O:50][CH3:51])=[O:49])=[CH:46][CH:45]=1)=[O:43].C(=O)([O-])O.[Na+]. Product: [C:1]([O:5][C:6]([N:7]([CH2:8][CH:9]1[CH2:14][CH2:13][N:12]([C:42]([C:44]2[CH:53]=[CH:52][C:47]([C:48]([O:50][CH3:51])=[O:49])=[CH:46][CH:45]=2)=[O:43])[CH2:11][CH:10]1[C:15]1[CH:16]=[CH:17][CH:18]=[CH:19][CH:20]=1)[C@@H:21]([C:23]1[C:32]2[C:27](=[CH:28][CH:29]=[CH:30][CH:31]=2)[CH:26]=[CH:25][CH:24]=1)[CH3:22])=[O:33])([CH3:2])([CH3:3])[CH3:4]. The catalyst class is: 1. (2) Reactant: CC1(C)CCCC(C)(C)N1.C([Li])CCC.[C:16]([Si:20]([O:23][CH2:24][CH2:25][C:26]1[CH:31]=[CH:30][CH:29]=[CH:28][C:27]=1[F:32])([CH3:22])[CH3:21])([CH3:19])([CH3:18])[CH3:17].CN([CH:36]=[O:37])C. Product: [Si:20]([O:23][CH2:24][CH2:25][C:26]1[C:27]([F:32])=[C:28]([CH:29]=[CH:30][CH:31]=1)[CH:36]=[O:37])([C:16]([CH3:19])([CH3:17])[CH3:18])([CH3:21])[CH3:22]. The catalyst class is: 1. (3) Reactant: Cl.[CH:2]1([C:7]2[CH:11]=[C:10]([NH:12][C:13]3[C:14]4[CH2:29][CH2:28][CH2:27][C:15]=4[N:16]=[C:17]([N:19]4[CH2:23][CH2:22][CH2:21][CH:20]4[C:24]([OH:26])=O)[N:18]=3)[NH:9][N:8]=2)[CH2:6][CH2:5][CH2:4][CH2:3]1.[NH:30]1[CH2:34][CH2:33][CH2:32][CH2:31]1.CCN=C=NCCCN(C)C.Cl.C1C=CC2N(O)N=NC=2C=1.CCN(C(C)C)C(C)C. Product: [CH:2]1([C:7]2[NH:8][N:9]=[C:10]([NH:12][C:13]3[C:14]4[CH2:29][CH2:28][CH2:27][C:15]=4[N:16]=[C:17]([N:19]4[CH2:23][CH2:22][CH2:21][C@H:20]4[C:24]([N:30]4[CH2:34][CH2:33][CH2:32][CH2:31]4)=[O:26])[N:18]=3)[CH:11]=2)[CH2:3][CH2:4][CH2:5][CH2:6]1. The catalyst class is: 18. (4) Reactant: [OH-].[Li+].CC#N.[O:6]=[C:7]1[NH:11][C@H:10]2[CH2:12][S:13][C@@H:14]([CH2:15][CH2:16][CH2:17][CH2:18][C:19]([O:21]CC3(C)COC(C)(C)OC3)=[O:20])[C@H:9]2[O:8]1.Cl. Product: [O:6]=[C:7]1[NH:11][C@H:10]2[CH2:12][S:13][C@@H:14]([CH2:15][CH2:16][CH2:17][CH2:18][C:19]([OH:21])=[O:20])[C@H:9]2[O:8]1. The catalyst class is: 24. (5) Reactant: CO[N:3]=[CH:4][C:5]1[CH:10]=[CH:9][C:8]([O:11][CH3:12])=[C:7]([F:13])[CH:6]=1.[ClH:14]. Product: [ClH:14].[F:13][C:7]1[CH:6]=[C:5]([CH:10]=[CH:9][C:8]=1[O:11][CH3:12])[CH2:4][NH2:3]. The catalyst class is: 29. (6) Reactant: [OH:1][CH:2]([C:6]1[C:14]2[S:13][CH:12]=[CH:11][C:10]=2[C:9]([OH:15])=[CH:8][CH:7]=1)C(O)=O.C(O)C.S(=O)(=O)(O)O.C(OC(C)C)(=O)C. Product: [OH:15][C:9]1[C:10]2[CH:11]=[CH:12][S:13][C:14]=2[C:6]([CH:2]=[O:1])=[CH:7][CH:8]=1. The catalyst class is: 6. (7) Reactant: [C:1]([C:5]1[CH:6]=[C:7]([CH:178]=[C:179]([C:181]([CH3:184])([CH3:183])[CH3:182])[CH:180]=1)[CH:8]=[CH:9][C:10]1[CH:11]=[C:12]([CH:159]=[C:160]([CH:162]=[CH:163][C:164]2[CH:169]=[C:168]([C:170]([CH3:173])([CH3:172])[CH3:171])[CH:167]=[C:166]([C:174]([CH3:177])([CH3:176])[CH3:175])[CH:165]=2)[CH:161]=1)[CH:13]=[CH:14][C:15]1[CH:16]=[C:17]([CH:116]=[C:117]([CH:119]=[CH:120][C:121]2[CH:126]=[C:125]([CH:127]=[CH:128][C:129]3[CH:134]=[C:133]([C:135]([CH3:138])([CH3:137])[CH3:136])[CH:132]=[C:131]([C:139]([CH3:142])([CH3:141])[CH3:140])[CH:130]=3)[CH:124]=[C:123]([CH:143]=[CH:144][C:145]3[CH:150]=[C:149]([C:151]([CH3:154])([CH3:153])[CH3:152])[CH:148]=[C:147]([C:155]([CH3:158])([CH3:157])[CH3:156])[CH:146]=3)[CH:122]=2)[CH:118]=1)[CH:18]=[CH:19][C:20]1[CH:21]=[C:22]([CH:25]=[C:26]([CH:28]=[CH:29][C:30]2[CH:35]=[C:34]([CH:36]=[CH:37][C:38]3[CH:43]=[C:42]([CH:44]=[CH:45][C:46]4[CH:51]=[C:50]([C:52]([CH3:55])([CH3:54])[CH3:53])[CH:49]=[C:48]([C:56]([CH3:59])([CH3:58])[CH3:57])[CH:47]=4)[CH:41]=[C:40]([CH:60]=[CH:61][C:62]4[CH:67]=[C:66]([C:68]([CH3:71])([CH3:70])[CH3:69])[CH:65]=[C:64]([C:72]([CH3:75])([CH3:74])[CH3:73])[CH:63]=4)[CH:39]=3)[CH:33]=[C:32]([CH:76]=[CH:77][C:78]3[CH:83]=[C:82]([CH:84]=[CH:85][C:86]4[CH:91]=[C:90]([C:92]([CH3:95])([CH3:94])[CH3:93])[CH:89]=[C:88]([C:96]([CH3:99])([CH3:98])[CH3:97])[CH:87]=4)[CH:81]=[C:80]([CH:100]=[CH:101][C:102]4[CH:107]=[C:106]([C:108]([CH3:111])([CH3:110])[CH3:109])[CH:105]=[C:104]([C:112]([CH3:115])([CH3:114])[CH3:113])[CH:103]=4)[CH:79]=3)[CH:31]=2)[CH:27]=1)[CH:23]=[O:24])([CH3:4])([CH3:3])[CH3:2].[BH4-].[Na+]. Product: [C:56]([C:48]1[CH:47]=[C:46]([CH:51]=[C:50]([C:52]([CH3:55])([CH3:54])[CH3:53])[CH:49]=1)[CH:45]=[CH:44][C:42]1[CH:43]=[C:38]([CH:39]=[C:40]([CH:60]=[CH:61][C:62]2[CH:67]=[C:66]([C:68]([CH3:71])([CH3:70])[CH3:69])[CH:65]=[C:64]([C:72]([CH3:75])([CH3:74])[CH3:73])[CH:63]=2)[CH:41]=1)[CH:37]=[CH:36][C:34]1[CH:35]=[C:30]([CH:31]=[C:32]([CH:76]=[CH:77][C:78]2[CH:79]=[C:80]([CH:100]=[CH:101][C:102]3[CH:103]=[C:104]([C:112]([CH3:114])([CH3:113])[CH3:115])[CH:105]=[C:106]([C:108]([CH3:111])([CH3:110])[CH3:109])[CH:107]=3)[CH:81]=[C:82]([CH:84]=[CH:85][C:86]3[CH:91]=[C:90]([C:92]([CH3:95])([CH3:94])[CH3:93])[CH:89]=[C:88]([C:96]([CH3:99])([CH3:98])[CH3:97])[CH:87]=3)[CH:83]=2)[CH:33]=1)[CH:29]=[CH:28][C:26]1[CH:25]=[C:22]([CH:21]=[C:20]([CH:19]=[CH:18][C:17]2[CH:16]=[C:15]([CH:14]=[CH:13][C:12]3[CH:11]=[C:10]([CH:9]=[CH:8][C:7]4[CH:178]=[C:179]([C:181]([CH3:183])([CH3:182])[CH3:184])[CH:180]=[C:5]([C:1]([CH3:4])([CH3:3])[CH3:2])[CH:6]=4)[CH:161]=[C:160]([CH:162]=[CH:163][C:164]4[CH:169]=[C:168]([C:170]([CH3:173])([CH3:172])[CH3:171])[CH:167]=[C:166]([C:174]([CH3:177])([CH3:176])[CH3:175])[CH:165]=4)[CH:159]=3)[CH:118]=[C:117]([CH:119]=[CH:120][C:121]3[CH:126]=[C:125]([CH:127]=[CH:128][C:129]4[CH:134]=[C:133]([C:135]([CH3:136])([CH3:137])[CH3:138])[CH:132]=[C:131]([C:139]([CH3:140])([CH3:141])[CH3:142])[CH:130]=4)[CH:124]=[C:123]([CH:143]=[CH:144][C:145]4[CH:146]=[C:147]([C:155]([CH3:156])([CH3:157])[CH3:158])[CH:148]=[C:149]([C:151]([CH3:152])([CH3:153])[CH3:154])[CH:150]=4)[CH:122]=3)[CH:116]=2)[CH:27]=1)[CH2:23][OH:24])([CH3:57])([CH3:58])[CH3:59]. The catalyst class is: 7. (8) Reactant: [NH:1]1[CH2:4][CH:3]([C:5]2[CH:10]=[C:9]([F:11])[CH:8]=[CH:7][C:6]=2[S:12]([NH:15][C:16]2[C:25]([C:26]([O:28][CH3:29])=[O:27])=[C:24]3[C:19]([CH:20]4[CH2:30][CH:21]4[CH2:22][O:23]3)=[CH:18][CH:17]=2)(=[O:14])=[O:13])[CH2:2]1.I[CH2:32][CH3:33].C(=O)([O-])[O-].[K+].[K+]. Product: [CH2:32]([N:1]1[CH2:4][CH:3]([C:5]2[CH:10]=[C:9]([F:11])[CH:8]=[CH:7][C:6]=2[S:12]([NH:15][C:16]2[C:25]([C:26]([O:28][CH3:29])=[O:27])=[C:24]3[C:19]([CH:20]4[CH2:30][CH:21]4[CH2:22][O:23]3)=[CH:18][CH:17]=2)(=[O:13])=[O:14])[CH2:2]1)[CH3:33]. The catalyst class is: 10. (9) Reactant: [Br:1][C:2]1[CH:7]=[CH:6][CH:5]=[C:4]([CH2:8]Br)[CH:3]=1.C(N(CC)CC)C.[N:17]1([C:23]([O:25][C:26]([CH3:29])([CH3:28])[CH3:27])=[O:24])[CH2:22][CH2:21][NH:20][CH2:19][CH2:18]1. Product: [Br:1][C:2]1[CH:3]=[C:4]([CH:5]=[CH:6][CH:7]=1)[CH2:8][N:20]1[CH2:19][CH2:18][N:17]([C:23]([O:25][C:26]([CH3:29])([CH3:28])[CH3:27])=[O:24])[CH2:22][CH2:21]1. The catalyst class is: 1. (10) Reactant: [CH3:1][CH:2]1[CH2:7][CH2:6][CH2:5][CH2:4][NH:3]1.C(=O)([O-])[O-].[Na+].[Na+].[Br:14][C:15]1[CH:16]=[CH:17][C:18](F)=[C:19]([CH:22]=1)[CH:20]=[O:21]. Product: [Br:14][C:15]1[CH:16]=[CH:17][C:18]([N:3]2[CH2:4][CH2:5][CH2:6][CH2:7][CH:2]2[CH3:1])=[C:19]([CH:22]=1)[CH:20]=[O:21]. The catalyst class is: 58.